This data is from Reaction yield outcomes from USPTO patents with 853,638 reactions. The task is: Predict the reaction yield, written as a fraction of the theoretical maximum amount of product (1.0 means a 100% yield; for example, 0.34 means a 34% yield). The reactants are [C:1]1(=[O:14])[C:6]2=[CH:7][C:8]3[CH2:9][CH2:10][CH2:11][CH2:12][C:13]=3[N:5]2[CH:4]=[CH:3][NH:2]1.[Br:15][C:16]1[CH:23]=[C:22]([F:24])[CH:21]=[C:20](Br)[C:17]=1[CH:18]=[O:19].C([O-])(=O)C.[K+].COC1C2C(=C3C(=CC=2)C(OC)=CC=N3)N=CC=1. No catalyst specified. The product is [Br:15][C:16]1[CH:23]=[C:22]([F:24])[CH:21]=[C:20]([N:2]2[CH:3]=[CH:4][N:5]3[C:13]4[CH2:12][CH2:11][CH2:10][CH2:9][C:8]=4[CH:7]=[C:6]3[C:1]2=[O:14])[C:17]=1[CH:18]=[O:19]. The yield is 0.490.